The task is: Predict the reactants needed to synthesize the given product.. This data is from Full USPTO retrosynthesis dataset with 1.9M reactions from patents (1976-2016). (1) Given the product [C:1]([C:3]1[C:12]2[C:7](=[CH:8][CH:9]=[C:10]([O:13][C:14]3[CH:15]=[CH:16][CH:17]=[CH:18][CH:19]=3)[CH:11]=2)[C:6]([OH:20])=[C:5]([C:21]([NH:25][C@H:26]2[CH2:31][CH2:30][CH2:29][CH2:28][C@H:27]2[C:32]([OH:34])=[O:33])=[O:22])[N:4]=1)#[N:2], predict the reactants needed to synthesize it. The reactants are: [C:1]([C:3]1[C:12]2[C:7](=[CH:8][CH:9]=[C:10]([O:13][C:14]3[CH:19]=[CH:18][CH:17]=[CH:16][CH:15]=3)[CH:11]=2)[C:6]([OH:20])=[C:5]([C:21](OC)=[O:22])[N:4]=1)#[N:2].[NH2:25][C@H:26]1[CH2:31][CH2:30][CH2:29][CH2:28][C@H:27]1[C:32]([OH:34])=[O:33].C[O-].[Na+]. (2) Given the product [CH3:27][O:28][N:29]([CH3:30])[C:11](=[O:13])[CH2:10][CH2:9][N:8]([CH3:14])[C:6](=[O:7])[O:5][C:1]([CH3:2])([CH3:3])[CH3:4], predict the reactants needed to synthesize it. The reactants are: [C:1]([O:5][C:6]([N:8]([CH3:14])[CH2:9][CH2:10][C:11]([OH:13])=O)=[O:7])([CH3:4])([CH3:3])[CH3:2].C1N=CN(C(N2C=NC=C2)=O)C=1.[CH3:27][O:28][NH:29][CH3:30]. (3) Given the product [N:25]1[CH:24]=[CH:23][C:22]([CH2:21][CH2:20][CH2:19][CH2:18][CH:15]2[CH2:14][CH2:13][N:12]([C:7]3[CH:6]=[CH:11][CH:10]=[CH:9][N:8]=3)[CH2:17][CH2:16]2)=[CH:27][CH:26]=1, predict the reactants needed to synthesize it. The reactants are: N12[CH2:11][CH2:10][CH2:9][N:8]=[C:7]1[CH2:6]CCCC2.[NH:12]1[CH2:17][CH2:16][CH:15]([CH2:18][CH2:19][CH2:20][CH2:21][C:22]2[CH:27]=[CH:26][N:25]=[CH:24][CH:23]=2)[CH2:14][CH2:13]1.